The task is: Regression. Given two drug SMILES strings and cell line genomic features, predict the synergy score measuring deviation from expected non-interaction effect.. This data is from NCI-60 drug combinations with 297,098 pairs across 59 cell lines. (1) Drug 1: CNC(=O)C1=CC=CC=C1SC2=CC3=C(C=C2)C(=NN3)C=CC4=CC=CC=N4. Drug 2: N.N.Cl[Pt+2]Cl. Cell line: A549. Synergy scores: CSS=1.91, Synergy_ZIP=2.52, Synergy_Bliss=-2.11, Synergy_Loewe=-5.72, Synergy_HSA=-3.67. (2) Drug 1: CN(C(=O)NC(C=O)C(C(C(CO)O)O)O)N=O. Drug 2: B(C(CC(C)C)NC(=O)C(CC1=CC=CC=C1)NC(=O)C2=NC=CN=C2)(O)O. Cell line: CAKI-1. Synergy scores: CSS=41.9, Synergy_ZIP=1.84, Synergy_Bliss=2.35, Synergy_Loewe=-48.6, Synergy_HSA=0.289. (3) Drug 1: CC(CN1CC(=O)NC(=O)C1)N2CC(=O)NC(=O)C2. Drug 2: C1=CC(=CC=C1CC(C(=O)O)N)N(CCCl)CCCl.Cl. Cell line: DU-145. Synergy scores: CSS=21.2, Synergy_ZIP=-2.07, Synergy_Bliss=5.54, Synergy_Loewe=1.69, Synergy_HSA=4.06. (4) Drug 1: CNC(=O)C1=CC=CC=C1SC2=CC3=C(C=C2)C(=NN3)C=CC4=CC=CC=N4. Drug 2: CC1=C(C=C(C=C1)NC2=NC=CC(=N2)N(C)C3=CC4=NN(C(=C4C=C3)C)C)S(=O)(=O)N.Cl. Cell line: T-47D. Synergy scores: CSS=7.65, Synergy_ZIP=-0.235, Synergy_Bliss=4.99, Synergy_Loewe=3.30, Synergy_HSA=3.74. (5) Drug 1: CC1=C2C(C(=O)C3(C(CC4C(C3C(C(C2(C)C)(CC1OC(=O)C(C(C5=CC=CC=C5)NC(=O)OC(C)(C)C)O)O)OC(=O)C6=CC=CC=C6)(CO4)OC(=O)C)OC)C)OC. Drug 2: CN1CCC(CC1)COC2=C(C=C3C(=C2)N=CN=C3NC4=C(C=C(C=C4)Br)F)OC. Cell line: IGROV1. Synergy scores: CSS=62.3, Synergy_ZIP=2.81, Synergy_Bliss=2.73, Synergy_Loewe=5.68, Synergy_HSA=7.48. (6) Drug 1: CCN(CC)CCNC(=O)C1=C(NC(=C1C)C=C2C3=C(C=CC(=C3)F)NC2=O)C. Drug 2: C1C(C(OC1N2C=NC3=C2NC=NCC3O)CO)O. Cell line: HS 578T. Synergy scores: CSS=-3.40, Synergy_ZIP=1.60, Synergy_Bliss=0.275, Synergy_Loewe=-3.12, Synergy_HSA=-2.50.